From a dataset of Forward reaction prediction with 1.9M reactions from USPTO patents (1976-2016). Predict the product of the given reaction. (1) Given the reactants [CH3:1][C:2]1[O:6][C:5]([C@H:7]([NH2:10])[CH2:8][CH3:9])=[CH:4][CH:3]=1.CC1C=CC(S(O)(=O)=O)=CC=1.CCN(CC)CC.[CH3:29][C:30]([O:33][C:34](O[C:34]([O:33][C:30]([CH3:32])([CH3:31])[CH3:29])=[O:35])=[O:35])([CH3:32])[CH3:31], predict the reaction product. The product is: [C:30]([O:33][C:34](=[O:35])[NH:10][C@@H:7]([C:5]1[O:6][C:2]([CH3:1])=[CH:3][CH:4]=1)[CH2:8][CH3:9])([CH3:32])([CH3:31])[CH3:29]. (2) Given the reactants [O:1]=[C:2]1[C:14]2[C:9](=[N:10][C:11](C#N)=[C:12]([C:15]#[N:16])[N:13]=2)[C:8]2[CH:7]=[CH:6][CH:5]=[CH:4][C:3]1=2.[CH3:19][OH:20], predict the reaction product. The product is: [CH3:19][O:20][C:11]1[N:10]=[C:9]2[C:8]3[CH:7]=[CH:6][CH:5]=[CH:4][C:3]=3[C:2](=[O:1])[C:14]2=[N:13][C:12]=1[C:15]#[N:16]. (3) Given the reactants [CH3:1][C:2]1([CH3:31])[CH2:7][CH:6]([C:8]2[C:16]3[C:11](=[C:12]([C:26]([NH2:28])=[O:27])[CH:13]=[C:14](B4OC(C)(C)C(C)(C)O4)[CH:15]=3)[NH:10][CH:9]=2)[CH2:5][CH2:4][S:3]1(=[O:30])=[O:29].Br[C:33]1[S:37][C:36]([S:38]([N:41]2[CH2:45][CH2:44][CH2:43][CH2:42]2)(=[O:40])=[O:39])=[CH:35][CH:34]=1.C(=O)([O-])[O-].[K+].[K+], predict the reaction product. The product is: [CH3:1][C:2]1([CH3:31])[CH2:7][CH:6]([C:8]2[C:16]3[C:11](=[C:12]([C:26]([NH2:28])=[O:27])[CH:13]=[C:14]([C:33]4[S:37][C:36]([S:38]([N:41]5[CH2:45][CH2:44][CH2:43][CH2:42]5)(=[O:39])=[O:40])=[CH:35][CH:34]=4)[CH:15]=3)[NH:10][CH:9]=2)[CH2:5][CH2:4][S:3]1(=[O:30])=[O:29].